From a dataset of Catalyst prediction with 721,799 reactions and 888 catalyst types from USPTO. Predict which catalyst facilitates the given reaction. Reactant: C[Si]([N-][Si](C)(C)C)(C)C.[Na+].[CH3:11][O:12][C:13]([CH2:15]P(OC)(OC)=O)=[O:14].[CH2:22]([C:24]1[CH:29]=[CH:28][CH:27]=[C:26]([CH2:30][CH3:31])[C:25]=1[C:32]1[NH:37][C:36]([CH3:40])(C=O)[CH:35]=[C:34]([CH2:41][CH3:42])[CH:33]=1)[CH3:23].[CH:43]1C=NC=C(CO)C=1.[NH4+].[Cl-]. Product: [CH3:11][O:12][C:13](=[O:14])[CH:15]=[CH:43][C:35]1[C:36]([CH3:40])=[N:37][C:32]([C:25]2[C:26]([CH2:30][CH3:31])=[CH:27][CH:28]=[CH:29][C:24]=2[CH2:22][CH3:23])=[CH:33][C:34]=1[CH2:41][CH3:42]. The catalyst class is: 1.